Dataset: Full USPTO retrosynthesis dataset with 1.9M reactions from patents (1976-2016). Task: Predict the reactants needed to synthesize the given product. Given the product [O:9]1[C:5]2[CH:4]=[CH:3][C:2]([C:19]3([CH:15]4[C:14](=[O:32])[O:13][C:12]([CH3:33])([CH3:11])[O:17][C:16]4=[O:18])[CH2:24][CH2:23][N:22]([C:25]([O:27][C:28]([CH3:31])([CH3:30])[CH3:29])=[O:26])[CH2:21][CH2:20]3)=[CH:10][C:6]=2[CH:7]=[CH:8]1, predict the reactants needed to synthesize it. The reactants are: Br[C:2]1[CH:3]=[CH:4][C:5]2[O:9][CH:8]=[CH:7][C:6]=2[CH:10]=1.[CH3:11][C:12]1([CH3:33])[O:17][C:16](=[O:18])[C:15](=[C:19]2[CH2:24][CH2:23][N:22]([C:25]([O:27][C:28]([CH3:31])([CH3:30])[CH3:29])=[O:26])[CH2:21][CH2:20]2)[C:14](=[O:32])[O:13]1.